This data is from Full USPTO retrosynthesis dataset with 1.9M reactions from patents (1976-2016). The task is: Predict the reactants needed to synthesize the given product. (1) Given the product [Cl:1][C:2]1[C:3]([F:31])=[C:4]([NH:8][CH:9]([C:11]2[CH:12]=[C:13]([C:28]([NH:43][CH2:42][CH2:41][N:40]([CH3:44])[CH3:39])=[O:29])[CH:14]=[C:15]3[C:20]=2[O:19][C:18]([N:21]2[CH2:26][CH2:25][O:24][CH2:23][CH2:22]2)=[CH:17][C:16]3=[O:27])[CH3:10])[CH:5]=[CH:6][CH:7]=1, predict the reactants needed to synthesize it. The reactants are: [Cl:1][C:2]1[C:3]([F:31])=[C:4]([NH:8][CH:9]([C:11]2[CH:12]=[C:13]([C:28](O)=[O:29])[CH:14]=[C:15]3[C:20]=2[O:19][C:18]([N:21]2[CH2:26][CH2:25][O:24][CH2:23][CH2:22]2)=[CH:17][C:16]3=[O:27])[CH3:10])[CH:5]=[CH:6][CH:7]=1.CN1CCOCC1.[CH3:39][N:40]([CH3:44])[CH2:41][CH2:42][NH2:43]. (2) Given the product [CH3:1][C:2]1[C:3]([NH:8][S:9]([C:12]2[S:13][C:14]([CH3:43])=[CH:15][C:16]=2[C:17]2[CH:22]=[CH:21][C:20]([CH2:23][N:24]3[C:32]4[CH:31]=[C:30]([CH3:33])[N:29]=[C:28]([CH3:34])[C:27]=4[C:26]([C:35]4[CH:36]=[CH:37][C:38]([Cl:41])=[CH:39][CH:40]=4)=[N:25]3)=[CH:19][C:18]=2[CH3:42])(=[O:11])=[O:10])=[N:4][O:5][C:6]=1[CH3:7], predict the reactants needed to synthesize it. The reactants are: [CH3:1][C:2]1[C:3]([N:8](COCCOC)[S:9]([C:12]2[S:13][C:14]([CH3:43])=[CH:15][C:16]=2[C:17]2[CH:22]=[CH:21][C:20]([CH2:23][N:24]3[C:32]4[CH:31]=[C:30]([CH3:33])[N:29]=[C:28]([CH3:34])[C:27]=4[C:26]([C:35]4[CH:40]=[CH:39][C:38]([Cl:41])=[CH:37][CH:36]=4)=[N:25]3)=[CH:19][C:18]=2[CH3:42])(=[O:11])=[O:10])=[N:4][O:5][C:6]=1[CH3:7].Cl. (3) Given the product [C:16]([NH:19][C@@H:20]1[C@@H:33]([O:34][CH2:35][C:36]2[CH:41]=[CH:40][CH:39]=[CH:38][CH:37]=2)[C@H:32]([F:7])[C@@H:31]([CH2:43][O:44][CH2:45][C:46]2[CH:51]=[CH:50][CH:49]=[CH:48][CH:47]=2)[O:30][C@@H:21]1[O:22][CH2:23][C:24]1[CH:29]=[CH:28][CH:27]=[CH:26][CH:25]=1)(=[O:18])[CH3:17], predict the reactants needed to synthesize it. The reactants are: C(N(S(F)(F)[F:7])CC)C.C(=O)=O.CCO.[C:16]([NH:19][C@@H:20]1[C@@H:33]([O:34][CH2:35][C:36]2[CH:41]=[CH:40][CH:39]=[CH:38][CH:37]=2)[C@@H:32](O)[C@@H:31]([CH2:43][O:44][CH2:45][C:46]2[CH:51]=[CH:50][CH:49]=[CH:48][CH:47]=2)[O:30][C@@H:21]1[O:22][CH2:23][C:24]1[CH:29]=[CH:28][CH:27]=[CH:26][CH:25]=1)(=[O:18])[CH3:17].N1C=CC=CC=1. (4) The reactants are: [F:1][C:2]1[CH:7]=[CH:6][C:5]([C:8]2[S:12][C:11]([CH3:13])=[N:10][C:9]=2[C:14]([OH:16])=O)=[CH:4][CH:3]=1.CCN(C(C)C)C(C)C.CN(C(ON1N=NC2C=CC=CC1=2)=[N+](C)C)C.[B-](F)(F)(F)F.[NH:48]1[CH2:53][CH2:52][CH2:51][CH2:50][C@H:49]1[CH2:54][C:55]1[N:56]=[C:57]2[CH:62]=[C:61]([C:63]([F:66])([F:65])[F:64])[CH:60]=[CH:59][N:58]2[CH:67]=1. Given the product [F:1][C:2]1[CH:3]=[CH:4][C:5]([C:8]2[S:12][C:11]([CH3:13])=[N:10][C:9]=2[C:14]([N:48]2[CH2:53][CH2:52][CH2:51][CH2:50][C@H:49]2[CH2:54][C:55]2[N:56]=[C:57]3[CH:62]=[C:61]([C:63]([F:64])([F:65])[F:66])[CH:60]=[CH:59][N:58]3[CH:67]=2)=[O:16])=[CH:6][CH:7]=1, predict the reactants needed to synthesize it. (5) Given the product [CH2:5]([O:7][C:8]([C:9]1[CH2:3][CH:2]([CH2:1][Br:4])[O:11][N:10]=1)=[O:13])[CH3:6], predict the reactants needed to synthesize it. The reactants are: [CH2:1]([Br:4])[CH:2]=[CH2:3].[CH2:5]([O:7][C:8](=[O:13])[C:9](Cl)=[N:10][OH:11])[CH3:6].C(N(CC)CC)C.